Dataset: Full USPTO retrosynthesis dataset with 1.9M reactions from patents (1976-2016). Task: Predict the reactants needed to synthesize the given product. (1) Given the product [CH3:7][N:8]1[C@@H:24]2[CH2:25][C:13]3[CH:14]=[CH:15][C:16]([O:28][CH3:29])=[C:17]4[O:18][CH:19]5[C:20]([CH:21]=[CH:22][C@:23]2([OH:3])[C@:11]5([C:12]=34)[CH2:10][CH2:9]1)=[O:26], predict the reactants needed to synthesize it. The reactants are: C(O)(=O)C(O)=[O:3].[CH3:7][N:8]1[C@@H:24]2[CH2:25][C:13]3[CH:14]=[CH:15][C:16]([O:28][CH3:29])=[C:17]4[O:18][C@H:19]5[C:20]([O:26]C)=[CH:21][CH:22]=[C:23]2[C@:11]5([C:12]=34)[CH2:10][CH2:9]1.[OH-].[Na+]. (2) Given the product [Br:1][C:25]1[C:26]([C:36]([F:39])([F:38])[F:37])=[N:27][N:28]([CH2:29][C:30]([O:32][CH2:33][S:34][CH3:35])=[O:31])[C:24]=1[C:22]1[S:23][C:19]([C:15]2[CH:16]=[CH:17][CH:18]=[C:13]([S:10]([CH3:9])(=[O:12])=[O:11])[CH:14]=2)=[CH:20][CH:21]=1, predict the reactants needed to synthesize it. The reactants are: [Br:1]N1C(=O)CCC1=O.[CH3:9][S:10]([C:13]1[CH:14]=[C:15]([C:19]2[S:23][C:22]([C:24]3[N:28]([CH2:29][C:30]([O:32][CH2:33][S:34][CH3:35])=[O:31])[N:27]=[C:26]([C:36]([F:39])([F:38])[F:37])[CH:25]=3)=[CH:21][CH:20]=2)[CH:16]=[CH:17][CH:18]=1)(=[O:12])=[O:11]. (3) Given the product [Cl:19][C:20]1[CH:25]=[CH:24][C:23]([CH:26]2[CH2:27][CH2:28][N:29]([CH2:18][C@H:2]([OH:1])[CH2:3][O:4][C:5]3[CH:17]=[CH:16][CH:15]=[CH:14][C:6]=3[CH:7]=[C:8]3[CH2:13][CH2:12][O:11][C:9]3=[O:10])[CH2:30][CH2:31]2)=[CH:22][C:21]=1[F:32], predict the reactants needed to synthesize it. The reactants are: [O:1]1[CH2:18][C@H:2]1[CH2:3][O:4][C:5]1[CH:17]=[CH:16][CH:15]=[CH:14][C:6]=1[CH:7]=[C:8]1[CH2:13][CH2:12][O:11][C:9]1=[O:10].[Cl:19][C:20]1[CH:25]=[CH:24][C:23]([CH:26]2[CH2:31][CH2:30][NH:29][CH2:28][CH2:27]2)=[CH:22][C:21]=1[F:32]. (4) Given the product [S:1]1[C:5]2[C:6]([C:10]3[O:19][C:13]4=[C:14]([NH2:18])[N:15]=[CH:16][C:17]([I:20])=[C:12]4[CH:11]=3)=[CH:7][CH:8]=[CH:9][C:4]=2[CH:3]=[CH:2]1, predict the reactants needed to synthesize it. The reactants are: [S:1]1[C:5]2[C:6]([C:10]3[O:19][C:13]4=[C:14]([NH2:18])[N:15]=[CH:16][CH:17]=[C:12]4[CH:11]=3)=[CH:7][CH:8]=[CH:9][C:4]=2[CH:3]=[CH:2]1.[I:20]C1C=NC(N)=C2OC(C3C=CC=C4C=3C=CN=C4)=CC=12. (5) Given the product [CH2:23]([C:8]1[CH:9]=[C:10]([S:13][CH2:14][CH2:15][C@@H:16]([O:18][C:34]2[CH:35]=[CH:36][C:37]([C:39]([F:42])([F:41])[F:40])=[CH:38][C:33]=2[O:26][C:27]2[CH:28]=[CH:29][CH:30]=[CH:31][CH:32]=2)[CH3:17])[CH:11]=[CH:12][C:7]=1[CH2:6][CH2:5][C:4]([OH:3])=[O:25])[CH3:24], predict the reactants needed to synthesize it. The reactants are: C([O:3][C:4](=[O:25])[CH2:5][CH2:6][C:7]1[CH:12]=[CH:11][C:10]([S:13][CH2:14][CH2:15][C@H:16]([O:18]S(C)(=O)=O)[CH3:17])=[CH:9][C:8]=1[CH2:23][CH3:24])C.[O:26]([C:33]1[CH:38]=[C:37]([C:39]([F:42])([F:41])[F:40])[CH:36]=[CH:35][C:34]=1O)[C:27]1[CH:32]=[CH:31][CH:30]=[CH:29][CH:28]=1.C(=O)([O-])[O-].[Cs+].[Cs+].[OH-].[Na+]. (6) Given the product [OH:52][C:49]1[CH:50]=[CH:51][C:46]([C:43]2[NH:42][C:41]([C@@H:37]3[CH2:38][CH2:39][CH2:40][N:36]3[C:34]([C@:18]34[CH2:30][CH2:29][C@@H:28]([C:31]([CH3:33])=[CH2:32])[C@@H:19]3[C@@H:20]3[C@@:15]([CH3:57])([CH2:16][CH2:17]4)[C@@:14]4([CH3:58])[C@@H:23]([C@:24]5([CH3:27])[C@@H:11]([CH2:12][CH2:13]4)[C:10]([CH3:60])([CH3:59])[C@@H:9]([O:8][C:6]([CH:5]4[CH2:4][CH:3]([C:61]([OH:63])=[O:62])[C:2]4([CH3:1])[CH3:71])=[O:7])[CH2:26][CH2:25]5)[CH2:22][CH2:21]3)=[O:35])=[N:45][CH:44]=2)=[CH:47][CH:48]=1, predict the reactants needed to synthesize it. The reactants are: [CH3:1][C:2]1([CH3:71])[CH:5]([C:6]([O:8][C@H:9]2[CH2:26][CH2:25][C@@:24]3([CH3:27])[C@@H:11]([CH2:12][CH2:13][C@:14]4([CH3:58])[C@@H:23]3[CH2:22][CH2:21][C@H:20]3[C@@:15]4([CH3:57])[CH2:16][CH2:17][C@@:18]4([C:34]([N:36]5[CH2:40][CH2:39][CH2:38][C@H:37]5[C:41]5[NH:42][C:43]([C:46]6[CH:51]=[CH:50][C:49]([O:52]CCOC)=[CH:48][CH:47]=6)=[CH:44][N:45]=5)=[O:35])[CH2:30][CH2:29][C@@H:28]([C:31]([CH3:33])=[CH2:32])[C@@H:19]43)[C:10]2([CH3:60])[CH3:59])=[O:7])[CH2:4][CH:3]1[C:61]([O:63]CC1C=CC=CC=1)=[O:62].C([O-])=O.[NH4+]. (7) Given the product [C:1]1([CH:7]2[CH2:10][CH2:11][O:12][C:8]2=[O:19])[CH:6]=[CH:5][CH:4]=[CH:3][CH:2]=1, predict the reactants needed to synthesize it. The reactants are: [C:1]1([CH:7]([CH2:10][CH2:11][O:12][Si](C)(C)C)[C:8]#N)[CH:6]=[CH:5][CH:4]=[CH:3][CH:2]=1.C([OH:19])C.